Dataset: Forward reaction prediction with 1.9M reactions from USPTO patents (1976-2016). Task: Predict the product of the given reaction. (1) Given the reactants C1COCC1.CO.C[Si]([C:12]#[C:13][C:14]1[CH:15]=[CH:16][C:17]([NH2:20])=[N:18][CH:19]=1)(C)C.C(=O)([O-])[O-].[K+].[K+], predict the reaction product. The product is: [C:13]([C:14]1[CH:15]=[CH:16][C:17]([NH2:20])=[N:18][CH:19]=1)#[CH:12]. (2) Given the reactants FC(F)(F)C(O)=O.[CH3:8][C@@H:9]1[NH:13][C@H:12]([C:14]([O:16][CH2:17][CH3:18])=[O:15])[CH2:11][CH2:10]1.C([O-])([O-])=O.[K+].[K+].Cl[C:26]1[N:31]=[CH:30][CH:29]=[CH:28][N:27]=1, predict the reaction product. The product is: [CH3:8][C@@H:9]1[N:13]([C:26]2[N:31]=[CH:30][CH:29]=[CH:28][N:27]=2)[C@H:12]([C:14]([O:16][CH2:17][CH3:18])=[O:15])[CH2:11][CH2:10]1.